From a dataset of Catalyst prediction with 721,799 reactions and 888 catalyst types from USPTO. Predict which catalyst facilitates the given reaction. (1) Reactant: [C:1]([C:5]1[CH:13]=[CH:12][C:8]([C:9](Cl)=[O:10])=[CH:7][CH:6]=1)([CH3:4])([CH3:3])[CH3:2].[C:14]1([O:22][CH3:23])[C:15](=[CH:18][CH:19]=[CH:20][CH:21]=1)[O:16][CH3:17].[Cl-].[Al+3].[Cl-].[Cl-].Cl. Product: [CH3:17][O:16][C:15]1[CH:18]=[C:19]([CH:20]=[CH:21][C:14]=1[O:22][CH3:23])[C:9]([C:8]1[CH:12]=[CH:13][C:5]([C:1]([CH3:4])([CH3:3])[CH3:2])=[CH:6][CH:7]=1)=[O:10]. The catalyst class is: 2. (2) Reactant: [CH3:1][O:2][C:3]1[CH:17]=[CH:16][C:15]([N+:18]([O-])=O)=[CH:14][C:4]=1[O:5][CH2:6][CH2:7][N:8]1[CH2:13][CH2:12][O:11][CH2:10][CH2:9]1.O.O.[Sn](Cl)Cl. Product: [CH3:1][O:2][C:3]1[CH:17]=[CH:16][C:15]([NH2:18])=[CH:14][C:4]=1[O:5][CH2:6][CH2:7][N:8]1[CH2:13][CH2:12][O:11][CH2:10][CH2:9]1. The catalyst class is: 14. (3) Reactant: [F:1][C:2]1[C:15]2[N:14]=[CH:13][C:12]3[N:11]([CH3:16])[CH:10]=[C:9]([C:17]([O:19][CH2:20][CH3:21])=[O:18])[C:8](=[O:22])[C:7]=3[C:6]=2[CH:5]=[CH:4][C:3]=1F.[F:24][C:25]1[CH:26]=[C:27]([N:32]2[CH2:37][CH2:36][NH:35][CH2:34][CH2:33]2)[CH:28]=[CH:29][C:30]=1[CH3:31].O. Product: [F:1][C:2]1[C:15]2[N:14]=[CH:13][C:12]3[N:11]([CH3:16])[CH:10]=[C:9]([C:17]([O:19][CH2:20][CH3:21])=[O:18])[C:8](=[O:22])[C:7]=3[C:6]=2[CH:5]=[CH:4][C:3]=1[N:35]1[CH2:34][CH2:33][N:32]([C:27]2[CH:28]=[CH:29][C:30]([CH3:31])=[C:25]([F:24])[CH:26]=2)[CH2:37][CH2:36]1. The catalyst class is: 633. (4) Reactant: [CH2:1]([O:8][C:9]1[CH:10]=[C:11]([NH2:16])[CH:12]=[C:13]([Br:15])[CH:14]=1)[C:2]1[CH:7]=[CH:6][CH:5]=[CH:4][CH:3]=1.[C:17]([N:25]=[C:26]=[S:27])(=[O:24])[C:18]1[CH:23]=[CH:22][CH:21]=[CH:20][CH:19]=1. Product: [C:17]([NH:25][C:26]([NH:16][C:11]1[CH:12]=[C:13]([Br:15])[CH:14]=[C:9]([O:8][CH2:1][C:2]2[CH:3]=[CH:4][CH:5]=[CH:6][CH:7]=2)[CH:10]=1)=[S:27])(=[O:24])[C:18]1[CH:23]=[CH:22][CH:21]=[CH:20][CH:19]=1. The catalyst class is: 21. (5) Reactant: Cl.[Cl:2][C:3]1[S:7][C:6]2[C:8]3([O:14][CH2:15][C:16]([F:18])([F:17])[C:5]=2[CH:4]=1)[CH2:13][CH2:12][NH:11][CH2:10][CH2:9]3.C(N(CC)CC)C.[F:26][C:27]1[C:28]([N:35]2[CH:39]=[C:38]([CH:40]=O)[C:37]([CH3:42])=[N:36]2)=[C:29]([CH:32]=[CH:33][CH:34]=1)[C:30]#[N:31].C(O[BH-](OC(=O)C)OC(=O)C)(=O)C.[Na+]. Product: [Cl:2][C:3]1[S:7][C:6]2[C:8]3([O:14][CH2:15][C:16]([F:17])([F:18])[C:5]=2[CH:4]=1)[CH2:9][CH2:10][N:11]([CH2:40][C:38]1[C:37]([CH3:42])=[N:36][N:35]([C:28]2[C:27]([F:26])=[CH:34][CH:33]=[CH:32][C:29]=2[C:30]#[N:31])[CH:39]=1)[CH2:12][CH2:13]3. The catalyst class is: 26. (6) Reactant: [Cl:1][C:2]1[C:10](OS(C(F)(F)F)(=O)=O)=[CH:9][C:8]([C:19]2[N:20]([C:35]([O:37][C:38]([CH3:41])([CH3:40])[CH3:39])=[O:36])[C:21]3[C:26]([CH:27]=2)=[CH:25][C:24]([CH2:28][N:29]2[CH2:34][CH2:33][CH2:32][CH2:31][CH2:30]2)=[CH:23][CH:22]=3)=[C:7]2[C:3]=1[CH2:4][NH:5][C:6]2=[O:42].[C:43]1(B(O)O)[CH:48]=[CH:47][CH:46]=[CH:45][CH:44]=1.[F-].[Cs+].O. Product: [Cl:1][C:2]1[C:10]([C:43]2[CH:48]=[CH:47][CH:46]=[CH:45][CH:44]=2)=[CH:9][C:8]([C:19]2[N:20]([C:35]([O:37][C:38]([CH3:40])([CH3:41])[CH3:39])=[O:36])[C:21]3[C:26]([CH:27]=2)=[CH:25][C:24]([CH2:28][N:29]2[CH2:30][CH2:31][CH2:32][CH2:33][CH2:34]2)=[CH:23][CH:22]=3)=[C:7]2[C:3]=1[CH2:4][NH:5][C:6]2=[O:42]. The catalyst class is: 216. (7) The catalyst class is: 53. Reactant: [CH2:1]([C:3]1[N:7]=[C:6]([NH2:8])[S:5][N:4]=1)[CH3:2].C1C(=O)N([Br:16])C(=O)C1.CC(N=NC(C#N)(C)C)(C#N)C. Product: [Br:16][CH:1]([C:3]1[N:7]=[C:6]([NH2:8])[S:5][N:4]=1)[CH3:2]. (8) Reactant: [CH:1]1([CH2:6][CH2:7][C:8](Cl)=[O:9])[CH2:5][CH2:4][CH2:3][CH2:2]1.[CH3:11][C:12]1[CH:18]=[CH:17][CH:16]=[C:15]([CH3:19])[C:13]=1[NH2:14].C(N(CC)CC)C.C(OCC)(=O)C. Product: [CH:1]1([CH2:6][CH2:7][C:8]([NH:14][C:13]2[C:15]([CH3:19])=[CH:16][CH:17]=[CH:18][C:12]=2[CH3:11])=[O:9])[CH2:5][CH2:4][CH2:3][CH2:2]1. The catalyst class is: 1. (9) Reactant: Br[C:2]1[CH:7]=[CH:6][C:5]([CH2:8][CH:9]([CH3:11])[CH3:10])=[CH:4][CH:3]=1.[C:12]([Si:14]([CH3:17])([CH3:16])[CH3:15])#[CH:13].Cl. Product: [CH2:8]([C:5]1[CH:6]=[CH:7][C:2]([C:13]#[C:12][Si:14]([CH3:17])([CH3:16])[CH3:15])=[CH:3][CH:4]=1)[CH:9]([CH3:11])[CH3:10]. The catalyst class is: 128. (10) Reactant: C([SiH2][O:6][C:7](C)(C)[C:8]1[CH:9]=[CH:10][C:11]([NH:14][C:15]([C:17]2[CH:27]=[C:26]([O:28][C:29]3[CH:34]=[CH:33][C:32]([S:35]([CH3:38])(=[O:37])=[O:36])=[CH:31][CH:30]=3)[C:20]3[CH2:21][C:22]([CH3:25])([CH3:24])[O:23][C:19]=3[CH:18]=2)=[O:16])=[N:12][CH:13]=1)(C)(C)C.CCCC[N+](CCCC)(CCCC)CCCC.[F-].C1COCC1. Product: [OH:6][CH2:7][C:8]1[CH:9]=[CH:10][C:11]([NH:14][C:15]([C:17]2[CH:27]=[C:26]([O:28][C:29]3[CH:30]=[CH:31][C:32]([S:35]([CH3:38])(=[O:36])=[O:37])=[CH:33][CH:34]=3)[C:20]3[CH2:21][C:22]([CH3:25])([CH3:24])[O:23][C:19]=3[CH:18]=2)=[O:16])=[N:12][CH:13]=1. The catalyst class is: 2.